From a dataset of Experimentally validated miRNA-target interactions with 360,000+ pairs, plus equal number of negative samples. Binary Classification. Given a miRNA mature sequence and a target amino acid sequence, predict their likelihood of interaction. The miRNA is hsa-miR-4732-3p with sequence GCCCUGACCUGUCCUGUUCUG. The protein sequence of the target gene is MASGKVRCTRKLRSWIVEQVESGHFPGVCWDDAAKTMFRIPWKHAGKQDFREDQDAAIFKAWALFKEKHKDGDIGHPAVWKTRLRCALNKSSEFEEVPERGRMDVAEPYKVYRILPAGTLPNQPRNQKSPCKRSISCVSPEREENMENGRTNGVVNHSDSGSNIGGGGNGSNRSDSNSNCNSELEEGAGTTEATIREDPVFLEHQLPLNSDYSLLLTFIYGGRVVGKTQVHSLDCRLVAERSDSESSMEQVEFPKPDPLEPTQHLLNQLDRGVLVASNSRGLFVQRLCPIPISWNAPEAP.... Result: 0 (no interaction).